Predict the reactants needed to synthesize the given product. From a dataset of Full USPTO retrosynthesis dataset with 1.9M reactions from patents (1976-2016). (1) Given the product [Cl:17][C:13]1[C:12]([O:18][CH3:19])=[C:11]([C:8]2([CH2:7][C:3]([C:2]([F:21])([F:1])[F:20])([OH:6])[CH:4]=[N:22][C:23]3[CH:32]=[CH:31][CH:30]=[C:29]4[C:24]=3[CH:25]=[N:26][C:27]([CH3:33])=[N:28]4)[CH2:10][CH2:9]2)[CH:16]=[CH:15][CH:14]=1, predict the reactants needed to synthesize it. The reactants are: [F:1][C:2]([F:21])([F:20])[C:3]([CH2:7][C:8]1([C:11]2[CH:16]=[CH:15][CH:14]=[C:13]([Cl:17])[C:12]=2[O:18][CH3:19])[CH2:10][CH2:9]1)([OH:6])[CH:4]=O.[NH2:22][C:23]1[CH:32]=[CH:31][CH:30]=[C:29]2[C:24]=1[CH:25]=[N:26][C:27]([CH3:33])=[N:28]2.O. (2) Given the product [C:16]([C:8]1[CH:9]=[CH:10][C:5]([Cl:4])=[C:6]([CH2:11][NH:12][C:13](=[O:15])[CH3:14])[CH:7]=1)(=[O:18])[CH3:17], predict the reactants needed to synthesize it. The reactants are: ClCCl.[Cl:4][C:5]1[CH:10]=[CH:9][CH:8]=[CH:7][C:6]=1[CH2:11][NH:12][C:13](=[O:15])[CH3:14].[C:16](Cl)(=[O:18])[CH3:17].[Cl-].[Al+3].[Cl-].[Cl-]. (3) Given the product [Cl:10][C:6]1[C:7]2[CH:8]=[CH:30][C:31](=[O:32])[N:23]([C:22]3[CH:24]=[CH:25][C:26]([F:28])=[CH:27][C:21]=3[F:20])[C:2]=2[N:3]=[C:4]([S:11][CH3:12])[N:5]=1, predict the reactants needed to synthesize it. The reactants are: Cl[C:2]1[C:7]([CH:8]=O)=[C:6]([Cl:10])[N:5]=[C:4]([S:11][CH3:12])[N:3]=1.C(N(CC)CC)C.[F:20][C:21]1[CH:27]=[C:26]([F:28])[CH:25]=[CH:24][C:22]=1[NH2:23].F[C:30](F)(F)[CH2:31][O:32]P(CC(OC)=O)(OCC(F)(F)F)=O. (4) Given the product [F:43][C:23]1[CH:24]=[C:25]([N:28]([C:37]2[CH:38]=[CH:39][CH:40]=[CH:41][CH:42]=2)[C:29]([C:31]2([C:34]([NH2:36])=[O:35])[CH2:33][CH2:32]2)=[O:30])[CH:26]=[CH:27][C:22]=1[O:21][C:18]1[CH:17]=[CH:16][N:15]=[C:14]2[CH:13]=[C:12]([C:9]3[CH:8]=[CH:7][C:6]([CH:2]=[O:1])=[CH:11][N:10]=3)[S:20][C:19]=12, predict the reactants needed to synthesize it. The reactants are: [O:1]1CCO[CH:2]1[C:6]1[CH:7]=[CH:8][C:9]([C:12]2[S:20][C:19]3[C:14](=[N:15][CH:16]=[CH:17][C:18]=3[O:21][C:22]3[CH:27]=[CH:26][C:25]([N:28]([C:37]4[CH:42]=[CH:41][CH:40]=[CH:39][CH:38]=4)[C:29]([C:31]4([C:34]([NH2:36])=[O:35])[CH2:33][CH2:32]4)=[O:30])=[CH:24][C:23]=3[F:43])[CH:13]=2)=[N:10][CH:11]=1.C1(C)C=CC=CC=1. (5) The reactants are: [OH-].[K+].[Br:3][C:4]1[CH:14]=[CH:13][C:7]([O:8][CH2:9][C:10]([NH2:12])=[O:11])=[C:6]([C:15]#[N:16])[CH:5]=1.O. Given the product [NH2:16][C:15]1[C:6]2[CH:5]=[C:4]([Br:3])[CH:14]=[CH:13][C:7]=2[O:8][C:9]=1[C:10]([NH2:12])=[O:11], predict the reactants needed to synthesize it. (6) Given the product [CH2:8]=[CH:7][CH2:6][S:9](=[O:3])[S:10][CH2:11][CH:12]=[CH2:13], predict the reactants needed to synthesize it. The reactants are: CC1(C)O[O:3]1.[CH2:6]([S:9][S:10][CH2:11][CH:12]=[CH2:13])[CH:7]=[CH2:8]. (7) Given the product [NH2:8][C:5]1[CH:4]=[N:3][C:2]([C:27]#[N:28])=[CH:7][N:6]=1, predict the reactants needed to synthesize it. The reactants are: Br[C:2]1[N:3]=[CH:4][C:5]([NH2:8])=[N:6][CH:7]=1.C1OCCOCCOCCOCCOCCOC1.[C-:27]#[N:28].[K+].C(Cl)(Cl)Cl.